Dataset: Full USPTO retrosynthesis dataset with 1.9M reactions from patents (1976-2016). Task: Predict the reactants needed to synthesize the given product. (1) Given the product [C:4]([O:3][C:1](=[O:2])[N:8]([CH:9]1[CH2:14][CH2:13][CH:12]([NH:15][CH2:16][C:17]2[CH:18]=[C:19]([C:30]3[CH:35]=[CH:34][C:33]([N:36]([CH:37]=[O:38])[CH3:39])=[CH:32][CH:31]=3)[CH:20]=[CH:21][C:22]=2[O:23][CH3:24])[CH2:11][CH2:10]1)[CH3:28])([CH3:7])([CH3:6])[CH3:5], predict the reactants needed to synthesize it. The reactants are: [C:1]([N:8]([CH3:28])[CH:9]1[CH2:14][CH2:13][CH:12]([NH:15][CH2:16][C:17]2[CH:18]=[C:19](B(O)O)[CH:20]=[CH:21][C:22]=2[O:23][CH3:24])[CH2:11][CH2:10]1)([O:3][C:4]([CH3:7])([CH3:6])[CH3:5])=[O:2].Br[C:30]1[CH:35]=[CH:34][C:33]([N:36]([CH3:39])[CH:37]=[O:38])=[CH:32][CH:31]=1. (2) Given the product [ClH:11].[F:1][C:2]([F:10])([F:9])[CH:3]1[CH2:8][CH2:7][NH:6][CH2:5][CH2:4]1, predict the reactants needed to synthesize it. The reactants are: [F:1][C:2]([F:10])([F:9])[C:3]1[CH:8]=[CH:7][N:6]=[CH:5][CH:4]=1.[ClH:11]. (3) The reactants are: [Br:1][C:2]1[CH:7]=[CH:6][C:5]([NH2:8])=[C:4]([N+:9]([O-])=O)[C:3]=1[F:12].O.O.Cl[Sn]Cl. Given the product [Br:1][C:2]1[C:3]([F:12])=[C:4]([NH2:9])[C:5]([NH2:8])=[CH:6][CH:7]=1, predict the reactants needed to synthesize it. (4) Given the product [Cl:12][C:13]1[C:18]([CH3:19])=[CH:17][CH:16]=[C:15]([CH3:1])[N:14]=1, predict the reactants needed to synthesize it. The reactants are: [CH3:1]N(C)CCO.C([Li])CCC.[Cl:12][C:13]1[C:18]([CH3:19])=[CH:17][CH:16]=[CH:15][N:14]=1.IC. (5) Given the product [CH3:3][CH:2]([O:4][CH2:5][C@@H:6]([C:18]([O:20][CH3:21])=[O:19])[NH2:7])[CH3:1], predict the reactants needed to synthesize it. The reactants are: [CH3:1][CH:2]([O:4][CH2:5][C@@H:6]([C:18]([O:20][CH3:21])=[O:19])[NH:7]C(OCC1C=CC=CC=1)=O)[CH3:3]. (6) Given the product [F:26][C:23]1[CH:24]=[CH:25][C:20]([CH2:19][N:15]2[C:16](=[O:18])[C:17]3[C:9]([OH:8])=[C:10]4[C:30](=[O:31])[N:29]([CH3:32])[CH2:28][CH:27]([CH3:33])[N:11]4[C:12]=3[CH:13]=[N:14]2)=[CH:21][CH:22]=1, predict the reactants needed to synthesize it. The reactants are: C([O:8][C:9]1[C:17]2[C:16](=[O:18])[N:15]([CH2:19][C:20]3[CH:25]=[CH:24][C:23]([F:26])=[CH:22][CH:21]=3)[N:14]=[CH:13][C:12]=2[N:11]2[CH:27]([CH3:33])[CH2:28][N:29]([CH3:32])[C:30](=[O:31])[C:10]=12)C1C=CC=CC=1.